The task is: Predict the reactants needed to synthesize the given product.. This data is from Full USPTO retrosynthesis dataset with 1.9M reactions from patents (1976-2016). (1) Given the product [Cl:24][C:5]1[C:6]([NH:8][CH:9]2[CH2:23][CH:12]3[CH2:13][N:14]([C:16]([O:18][C:19]([CH3:22])([CH3:21])[CH3:20])=[O:17])[CH2:15][CH:11]3[CH2:10]2)=[N:7][C:2]([NH:34][C:32]2[CH:31]=[N:30][N:29]([CH2:28][CH:25]3[CH2:27][CH2:26]3)[CH:33]=2)=[N:3][CH:4]=1, predict the reactants needed to synthesize it. The reactants are: Cl[C:2]1[N:7]=[C:6]([NH:8][CH:9]2[CH2:23][CH:12]3[CH2:13][N:14]([C:16]([O:18][C:19]([CH3:22])([CH3:21])[CH3:20])=[O:17])[CH2:15][CH:11]3[CH2:10]2)[C:5]([Cl:24])=[CH:4][N:3]=1.[CH:25]1([CH2:28][N:29]2[CH:33]=[C:32]([NH2:34])[CH:31]=[N:30]2)[CH2:27][CH2:26]1.FC(F)(F)C(O)=O.C([O-])([O-])=O.[Na+].[Na+]. (2) Given the product [N:46]1([CH2:51][CH2:52][CH2:53][N:54]2[CH2:55][CH2:56][CH:57]([CH2:60][NH:61][C:6](=[O:8])[C:5]3[CH:9]=[C:10]([Cl:11])[C:2]([NH2:1])=[CH:3][C:4]=3[O:12][CH3:13])[CH2:58][CH2:59]2)[CH:50]=[CH:49][N:48]=[N:47]1, predict the reactants needed to synthesize it. The reactants are: [NH2:1][C:2]1[C:10]([Cl:11])=[CH:9][C:5]([C:6]([OH:8])=O)=[C:4]([O:12][CH3:13])[CH:3]=1.C(N1C=CN=C1)(N1C=CN=C1)=O.C(N(CC)CC)C.C(O)(=O)CC(CC(O)=O)(C(O)=O)O.[N:46]1([CH2:51][CH2:52][CH2:53][N:54]2[CH2:59][CH2:58][CH:57]([CH2:60][NH2:61])[CH2:56][CH2:55]2)[CH:50]=[CH:49][N:48]=[N:47]1.